This data is from Reaction yield outcomes from USPTO patents with 853,638 reactions. The task is: Predict the reaction yield, written as a fraction of the theoretical maximum amount of product (1.0 means a 100% yield; for example, 0.34 means a 34% yield). (1) The reactants are C([O-])(=O)C.[Na+].C(N(C(C)C)C(C)C)C.[C:15]([O:19][C:20]([NH:22][CH:23]([CH2:28][N:29]1[CH:33]=[C:32](I)[CH:31]=[N:30]1)[C:24]([O:26][CH3:27])=[O:25])=[O:21])([CH3:18])([CH3:17])[CH3:16].[P:35]([O-:42])([O:39][CH2:40][CH3:41])[O:36][CH2:37][CH3:38]. The catalyst is C([O-])(=O)C.[Pd+2].C([O-])(=O)C.C1C=CC(P(C2C=CC=CC=2)[C-]2C=CC=C2)=CC=1.C1C=CC(P(C2C=CC=CC=2)[C-]2C=CC=C2)=CC=1.[Fe+2]. The product is [C:15]([O:19][C:20]([NH:22][CH:23]([CH2:28][N:29]1[CH:33]=[C:32]([P:35]([O:39][CH2:40][CH3:41])([O:36][CH2:37][CH3:38])=[O:42])[CH:31]=[N:30]1)[C:24]([O:26][CH3:27])=[O:25])=[O:21])([CH3:18])([CH3:17])[CH3:16]. The yield is 0.640. (2) The reactants are [NH2:1][C:2]1[CH:10]=[CH:9][CH:8]=[C:7]([F:11])[C:3]=1[C:4]([OH:6])=O.[CH2:12]([Mg]Br)[CH3:13].C1N=CN([C:21](N2C=NC=C2)=[O:22])C=1.[CH2:28]1COC[CH2:29]1. No catalyst specified. The product is [CH2:28]([C:4]1([CH2:12][CH3:13])[C:3]2[C:7]([F:11])=[CH:8][CH:9]=[CH:10][C:2]=2[NH:1][C:21](=[O:22])[O:6]1)[CH3:29]. The yield is 0.430.